From a dataset of Drug-target binding data from BindingDB using Ki measurements. Regression. Given a target protein amino acid sequence and a drug SMILES string, predict the binding affinity score between them. We predict pKi (pKi = -log10(Ki in M); higher means stronger inhibition). Dataset: bindingdb_ki. (1) The small molecule is CCC(C)C1NC(=O)[C@H](Cc2ccccc2)NC(=O)[C@H]2CCCN2C(=O)[C@H](Cc2ccccc2)N(C)C(=O)[C@H]2CC(CN(C)C)CNN2C(=O)[C@H]2CCC=NN2C1=O. The target protein (P56494) has sequence MEGELAANWSTEAVNSSAAPPGAEGNCTAGPPRRNEALARVEVAVLCLILFLALSGNACVLLALRTTRHKHSRLFFFMKHLSIADLVVAVFQVLPQLLWDITFRFYGPDLLCRLVKYLQVVGMFASTYLLLLMSLDRCLAICQPLRSLRRRTDRLAVLATWLGCLVASAPQVHIFSLREVADGVFDCWAVFIQPWGPKAYITWITLAVYIVPVIVLAACYGLISFKIWQNLRLKTAAAAAAEAPEGAAAGDGGRMALARVSSVKLISKAKIRTVKMTFIIVLAFIVCWTPFFFVQMWSVWDANAPKEASAFIIVMLLASLNSCCNPWIYMLFTGHLFHELVQRFLCCSASYLKGNRLGETSTSKKSNSSSFVLSHRSSSQRSCSQPSTA. The pKi is 8.1. (2) The drug is Cn1nccc1Cc1c(C(N)=O)nc2n1C1CC(C1)c1cc(F)c(C#CC(C)(C)O)cc1-2. The target protein (Q99558) has sequence MAVMEMACPGAPGSAVGQQKELPKAKEKTPPLGKKQSSVYKLEAVEKSPVFCGKWEILNDVITKGTAKEGSEAGPAAISIIAQAECENSQEFSPTFSERIFIAGSKQYSQSESLDQIPNNVAHATEGKMARVCWKGKRRSKARKKRKKKSSKSLAHAGVALAKPLPRTPEQESCTIPVQEDESPLGAPYVRNTPQFTKPLKEPGLGQLCFKQLGEGLRPALPRSELHKLISPLQCLNHVWKLHHPQDGGPLPLPTHPFPYSRLPHPFPFHPLQPWKPHPLESFLGKLACVDSQKPLPDPHLSKLACVDSPKPLPGPHLEPSCLSRGAHEKFSVEEYLVHALQGSVSSGQAHSLTSLAKTWAARGSRSREPSPKTEDNEGVLLTEKLKPVDYEYREEVHWATHQLRLGRGSFGEVHRMEDKQTGFQCAVKKVRLEVFRAEELMACAGLTSPRIVPLYGAVREGPWVNIFMELLEGGSLGQLVKEQGCLPEDRALYYLGQAL.... The pKi is 8.6. (3) The compound is CC(Cc1c[nH]c2ccccc12)(NC(=O)OC1C2CC3CC(C2)CC1C3)C(=O)NCC(NC(=O)CCC(=O)O)c1ccccc1. The target protein sequence is MELLKLNRSLQGPGPGPGAPLCRPAGPLLNSSGAGNVSCETPRIRGAGTRVKSMAILFNVTSLLSCWNKYRIIKVLGLSRRLRTVTKAFLLSLAVSDLLLAVACMPFTLLPNLMGTFIFGTVICKAVSYLMGVSVSVSTLSLVAIALERYSAICRPLQARVWQTRSHAARVILATWLLSGLLMVPYPVYTAVQPVGPRVLQCVHRWPNARVRQTWSVLLLLLLFFVPGVVMAVAYGLISRELYLGLRFDGDADSESQSRVRGPGGLSGSAPGPAHQNGRCRPESGLSGEDSDGCYVQLPRSRPALELSALAASTPAPGPGPRPTQAKLLAKKRVVRMLLVIVVLFFLCWLPVYSANTWRAFDGPGAHRALSGAPISFIHLLSYASACVNPLVYCFMHRRFRQACLDTCARCCPRPPRARPRPLPEEDPPTPSIASLSRLSYTTISTLGPG. The pKi is 5.8. (4) The small molecule is COc1ccc2[nH]cc(CCNC(C)=O)c2c1. The target protein (P49219) has sequence MMEVNSTCLDCRTPGTIRTEQDAQDSASQGLTSALAVVLIFTIVVDVLGNILVILSVLRNKKLQNAGNLFVVSLSIADLVVAVYPYPVILIAIFQNGWTLGNIHCQISGFLMGLSVIGSVFNITAIAINRYCYICHSLRYDKLYNQRSTWCYLGLTWILTIIAIVPNFFVGSLQYDPRIFSCTFAQTVSSSYTITVVVVHFIVPLSVVTFCYLRIWVLVIQVKHRVRQDFKQKLTQTDLRNFLTMFVVFVLFAVCWAPLNFIGLAVAINPFHVAPKIPEWLFVLSYFMAYFNSCLNAVIYGVLNQNFRKEYKRILMSLLTPRLLFLDTSRGGTEGLKSKPSPAVTNNNQADMLGEARSLWLSRRNGAKMVIIIRPRKAQIAIIHQIFWPQSSWATCRQDTKITGEEDGCRELCKDGISQR. The pKi is 8.7. (5) The drug is CC(=O)Nc1nc2c(N)cccc2n2c(=O)n(-c3ccccc3)nc12. The target protein (P29274) has sequence MPIMGSSVYITVELAIAVLAILGNVLVCWAVWLNSNLQNVTNYFVVSLAAADIAVGVLAIPFAITISTGFCAACHGCLFIACFVLVLTQSSIFSLLAIAIDRYIAIRIPLRYNGLVTGTRAKGIIAICWVLSFAIGLTPMLGWNNCGQPKEGKNHSQGCGEGQVACLFEDVVPMNYMVYFNFFACVLVPLLLMLGVYLRIFLAARRQLKQMESQPLPGERARSTLQKEVHAAKSLAIIVGLFALCWLPLHIINCFTFFCPDCSHAPLWLMYLAIVLSHTNSVVNPFIYAYRIREFRQTFRKIIRSHVLRQQEPFKAAGTSARVLAAHGSDGEQVSLRLNGHPPGVWANGSAPHPERRPNGYALGLVSGGSAQESQGNTGLPDVELLSHELKGVCPEPPGLDDPLAQDGAGVS. The pKi is 5.2. (6) The compound is Cc1cc(N2CC[C@H](N3CCC[C@@H]3C)C2)ccc1NC(=O)c1c(C)noc1C. The target protein sequence is MERAPPDGPLNASGALAGEAAAAGGARGFSAAWTAVLAALMALLIVATVLGNALVMLAFVADSSLRTQNNFFLLNLAISDFLVGAFCIPLYVPYVLTGRWTFGRGLCKLWLVVDYLLCTSSAFNIVLISYDRFLSVTRAVSYRAQQGNTRRAVRKMLLVWVLAFLLYGPAILSWEYLSGGSSIPEGHCYAEFFYNWYFLITASTLEFFTPFLSVTFFNLSIYLNIQRRTRLRLDGAREAGGPEPPPEAQPSPPPPPGCWGCWQKGHGEAMPLHRYGVGEAAAGAEAGETALGGGGGGGSAASPTSSSGSSSRGTERPRSLKRGSKPSASSASLEKRMKMVSQSFTQRFRLSRDRKVAKSLAVIVSIFGLCWAPYTLLMIIRAACHGHCVPDYWYETSFWLLWANSAVNPVLYPLCHHSFRRAFTKLLCPQKLKIQPHSSLEQCWK. The pKi is 9.3. (7) The pKi is 5.5. The target protein (P11348) has sequence MAASGEARRVLVYGGRGALGSRCVQAFRARNWWVASIDVVENEEASASVIVKMTDSFTEQADQVTAEVGKLLGDQKVDAILCVAGGWAGGNAKSKSLFKNCDLMWKQSIWTSTISSHLATKHLKEGGLLTLAGAKAALDGTPGMIGYGMAKGAVHQLCQSLAGKNSGMPSGAAAIAVLPVTLDTPMNRKSMPEADFSSWTPLEFLVETFHDWITGNKRPNSGSLIQVVTTDGKTELTPAYF. The small molecule is CN1CC=C(c2ccc(O)c(O)c2)CC1. (8) The compound is C#C[C@]1(O)CC[C@H]2[C@@H]3CCc4cc(O)ccc4[C@H]3CC[C@@]21C. The target protein (P50225) has sequence MELIQDTSRPPLEYVKGVPLIKYFAEALGPLQSFQARPDDLLISTYPKSGTTWVSQILDMIYQGGDLEKCHRAPIFMRVPFLEFKAPGIPSGMETLKDTPAPRLLKTHLPLALLPQTLLDQKVKVVYVARNAKDVAVSYYHFYHMAKVHPEPGTWDSFLEKFMVGEVSYGSWYQHVQEWWELSRTHPVLYLFYEDMKENPKREIQKILEFVGRSLPEETVDFVVQHTSFKEMKKNPMTNYTTVPQEFMDHSISPFMRKGMAGDWKTTFTVAQNERFDADYAEKMAGCSLSFRSEL. The pKi is 7.7. (9) The compound is Cc1nc2n(c(=O)c1CCN1CCC(c3noc4cc(F)ccc34)CC1)CCCC2. The target is MLLARMKPQVQPELGGADQ. The pKi is 6.0. (10) The small molecule is O=C(NCC1OC(n2ccc(=O)[nH]c2=O)CC1O)C12CC3CCCC(C1)C3C2. The target protein sequence is MKRARSANIPGAILHSLAELQDGLNAMIDPSWRAVRSLDNWALAITMESTELLDSYPWKWWKNLNATPDLANVRIELVDIFHFSLSGAMQMRSTPDDEIPAASLKPLKEVMTTFLPAKECTSDPYGFVFFPLTDTQNAIASFRNIIQLANAYRFDVIIECIIYAAEDLGFNLVAYYIAKHTLNCIRQLSGYKDGSYVKVNNGVEDNSLLHNCIKDVSLDEVLDADKYVQAWNSIMANVYEAFQIKESDRKDAERWFALAKENRLAIKA. The pKi is 3.0.